This data is from hERG Central: cardiac toxicity at 1µM, 10µM, and general inhibition. The task is: Predict hERG channel inhibition at various concentrations. The compound is COc1cc(S(=O)(=O)N(Cc2cccnc2)Cc2ccco2)ccc1-n1cnnn1. Results: hERG_inhib (hERG inhibition (general)): blocker.